This data is from Forward reaction prediction with 1.9M reactions from USPTO patents (1976-2016). The task is: Predict the product of the given reaction. (1) Given the reactants FC(F)(F)C(O)=O.[CH3:8][C:9]1[N:10]=[C:11]2[C:16]([O:17]CC3C=CC(OC)=CC=3)=[CH:15][C:14]([N:27]3[CH2:32][CH2:31][O:30][CH2:29][C:28]3=[O:33])=[CH:13][N:12]2[C:34]=1[CH3:35], predict the reaction product. The product is: [OH:17][C:16]1[C:11]2[N:12]([C:34]([CH3:35])=[C:9]([CH3:8])[N:10]=2)[CH:13]=[C:14]([N:27]2[CH2:32][CH2:31][O:30][CH2:29][C:28]2=[O:33])[CH:15]=1. (2) Given the reactants Br[C:2]1[CH:3]=[N:4][N:5]([C:7]2[CH:12]=[CH:11][C:10]([O:13][CH3:14])=[C:9]([F:15])[CH:8]=2)[CH:6]=1.[CH3:16]B(O)O.C(=O)([O-])[O-].[Cs+].[Cs+], predict the reaction product. The product is: [F:15][C:9]1[CH:8]=[C:7]([N:5]2[CH:6]=[C:2]([CH3:16])[CH:3]=[N:4]2)[CH:12]=[CH:11][C:10]=1[O:13][CH3:14]. (3) Given the reactants [Si:1]([O:8][CH2:9]/[C:10](=[CH:14]\C1C=CC=C(OC)C=1)/[C:11](O)=[O:12])([C:4]([CH3:7])([CH3:6])[CH3:5])([CH3:3])[CH3:2].[C:23]([C:27]1[CH:28]=[C:29]([CH:31]=[CH:32][CH:33]=1)[NH2:30])([CH3:26])([CH3:25])[CH3:24], predict the reaction product. The product is: [Si:1]([O:8][CH2:9][C:10](=[CH2:14])[C:11]([NH:30][C:29]1[CH:31]=[CH:32][CH:33]=[C:27]([C:23]([CH3:26])([CH3:24])[CH3:25])[CH:28]=1)=[O:12])([C:4]([CH3:7])([CH3:6])[CH3:5])([CH3:2])[CH3:3]. (4) Given the reactants Br[C:2]1[CH:3]=[C:4]2[C@:15]3([N:20]=[C:19]([NH2:21])[CH2:18][O:17][CH2:16]3)[C:14]3[CH:13]=[C:12]([O:22][CH3:23])[N:11]=[CH:10][C:9]=3[O:8][C:5]2=[CH:6][CH:7]=1.[F:24][C:25]1[CH:26]=[C:27](B(O)O)[CH:28]=[CH:29][C:30]=1[F:31].P([O-])([O-])([O-])=O.[K+].[K+].[K+], predict the reaction product. The product is: [F:24][C:25]1[CH:26]=[C:27]([C:2]2[CH:3]=[C:4]3[C@:15]4([N:20]=[C:19]([NH2:21])[CH2:18][O:17][CH2:16]4)[C:14]4[CH:13]=[C:12]([O:22][CH3:23])[N:11]=[CH:10][C:9]=4[O:8][C:5]3=[CH:6][CH:7]=2)[CH:28]=[CH:29][C:30]=1[F:31]. (5) Given the reactants [C:1]1([C:17]2[CH:22]=[CH:21][CH:20]=[CH:19][CH:18]=2)[CH:6]=[CH:5][C:4]([NH:7][C:8](=[O:16])[CH2:9][CH:10]2[CH2:15][CH2:14][NH:13][CH2:12][CH2:11]2)=[CH:3][CH:2]=1.[C:23](Cl)(=[O:26])[CH2:24][CH3:25], predict the reaction product. The product is: [C:1]1([C:17]2[CH:18]=[CH:19][CH:20]=[CH:21][CH:22]=2)[CH:2]=[CH:3][C:4]([NH:7][C:8](=[O:16])[CH2:9][CH:10]2[CH2:15][CH2:14][N:13]([C:23](=[O:26])[CH2:24][CH3:25])[CH2:12][CH2:11]2)=[CH:5][CH:6]=1. (6) The product is: [Br:14][C:15]1[CH:22]=[CH:21][CH:20]=[CH:19][C:16]=1[CH2:17][N:4]1[CH2:5][CH2:6][N:1]([C:7]2[N:12]=[CH:11][NH:10][C:9](=[O:13])[CH:8]=2)[CH2:2][CH2:3]1. Given the reactants [N:1]1([C:7]2[N:12]=[CH:11][NH:10][C:9](=[O:13])[CH:8]=2)[CH2:6][CH2:5][NH:4][CH2:3][CH2:2]1.[Br:14][C:15]1[CH:22]=[CH:21][CH:20]=[CH:19][C:16]=1[CH:17]=O, predict the reaction product. (7) The product is: [C:29]([O:33][C:34]([N:36]1[CH:40]=[CH:39][C:38]([N:41]([C:8]([C:5]2[C:4]([N:11]([S:15]([C:18]3[CH:23]=[CH:22][C:21]([Cl:24])=[C:20]([C:25]([F:26])([F:28])[F:27])[CH:19]=3)(=[O:17])=[O:16])[CH2:12][O:13][CH3:14])=[CH:3][C:2]([Cl:1])=[CH:7][N:6]=2)=[O:9])[CH:42]([CH3:44])[CH3:43])=[N:37]1)=[O:35])([CH3:32])([CH3:31])[CH3:30]. Given the reactants [Cl:1][C:2]1[CH:3]=[C:4]([N:11]([S:15]([C:18]2[CH:23]=[CH:22][C:21]([Cl:24])=[C:20]([C:25]([F:28])([F:27])[F:26])[CH:19]=2)(=[O:17])=[O:16])[CH2:12][O:13][CH3:14])[C:5]([C:8](Cl)=[O:9])=[N:6][CH:7]=1.[C:29]([O:33][C:34]([N:36]1[CH:40]=[CH:39][C:38]([NH:41][CH:42]([CH3:44])[CH3:43])=[N:37]1)=[O:35])([CH3:32])([CH3:31])[CH3:30], predict the reaction product.